This data is from Catalyst prediction with 721,799 reactions and 888 catalyst types from USPTO. The task is: Predict which catalyst facilitates the given reaction. (1) Reactant: [O:1]=[S:2]1(=[O:35])[CH2:7][CH:6]=[C:5]([C:8]2[C:9]([O:19][C:20]3[CH:25]=[CH:24][C:23]([O:26][CH2:27][CH2:28][N:29]4[CH2:34][CH2:33][CH2:32][CH2:31][CH2:30]4)=[CH:22][CH:21]=3)=[C:10]3[C:15](=[CH:16][CH:17]=2)[CH:14]=[C:13]([OH:18])[CH:12]=[CH:11]3)[CH2:4][CH2:3]1.[ClH:36]. Product: [ClH:36].[O:35]=[S:2]1(=[O:1])[CH2:3][CH:4]=[C:5]([C:8]2[C:9]([O:19][C:20]3[CH:21]=[CH:22][C:23]([O:26][CH2:27][CH2:28][N:29]4[CH2:30][CH2:31][CH2:32][CH2:33][CH2:34]4)=[CH:24][CH:25]=3)=[C:10]3[C:15](=[CH:16][CH:17]=2)[CH:14]=[C:13]([OH:18])[CH:12]=[CH:11]3)[CH2:6][CH2:7]1. The catalyst class is: 2. (2) Reactant: [CH3:1][C:2]1[C:7]([CH3:8])=[C:6]([NH:9][CH2:10][CH2:11][CH2:12][CH2:13][CH2:14]O)[C:5]([N+:16]([O-:18])=[O:17])=[C:4]([O:19][C:20]2[CH:25]=[CH:24][CH:23]=[CH:22][CH:21]=2)[N:3]=1.S(Cl)([Cl:28])=O.O.C(=O)(O)[O-].[Na+]. Product: [Cl:28][CH2:14][CH2:13][CH2:12][CH2:11][CH2:10][NH:9][C:6]1[C:5]([N+:16]([O-:18])=[O:17])=[C:4]([O:19][C:20]2[CH:25]=[CH:24][CH:23]=[CH:22][CH:21]=2)[N:3]=[C:2]([CH3:1])[C:7]=1[CH3:8]. The catalyst class is: 4. (3) Reactant: [NH:1]1[CH2:7][C:5](=[O:6])[NH:4][C:2]1=[O:3].[CH:8]1([NH:11][C:12]2[N:17]3[N:18]=[CH:19][C:20]([CH:21]=O)=[C:16]3[N:15]=[C:14]([S:23][CH3:24])[C:13]=2[C:25]#[N:26])[CH2:10][CH2:9]1.N1CCCCC1. Product: [CH:8]1([NH:11][C:12]2[N:17]3[N:18]=[CH:19][C:20]([CH:21]=[C:7]4[C:5](=[O:6])[NH:4][C:2](=[O:3])[NH:1]4)=[C:16]3[N:15]=[C:14]([S:23][CH3:24])[C:13]=2[C:25]#[N:26])[CH2:9][CH2:10]1. The catalyst class is: 40. (4) Reactant: [F:1][C:2]([F:41])([C:37]([F:40])([F:39])[F:38])[C@@H:3]([NH:11][C@@H:12]([CH2:16][S:17]C(C1C=CC=CC=1)(C1C=CC=CC=1)C1C=CC=CC=1)[C:13]([OH:15])=[O:14])[C:4]1[CH:9]=[CH:8][C:7]([F:10])=[CH:6][CH:5]=1.C([SiH](CC)CC)C.C(O)(C(F)(F)F)=O.P(CCC(O)=O)(CCC(O)=O)CCC(O)=O.Cl. Product: [F:41][C:2]([F:1])([C:37]([F:38])([F:39])[F:40])[C@@H:3]([NH:11][C@@H:12]([CH2:16][SH:17])[C:13]([OH:15])=[O:14])[C:4]1[CH:5]=[CH:6][C:7]([F:10])=[CH:8][CH:9]=1. The catalyst class is: 4. (5) Reactant: [F:1][C:2]1[C:19]([F:20])=[C:18]2[C:5]([CH2:6][C:7]3([C@H:16]4[C@H:24]([CH3:25])[O:23][C@H:22]([CH3:26])[CH2:21][N:17]42)[C:12](=[O:13])[NH:11][C:10](=[O:14])[NH:9][C:8]3=[O:15])=[CH:4][C:3]=1[C:27]([NH:29][CH:30]1[CH2:34][CH2:33][N:32](C(OC(C)(C)C)=O)[CH2:31]1)=[O:28].Cl. Product: [F:1][C:2]1[C:19]([F:20])=[C:18]2[C:5]([CH2:6][C:7]3([C@H:16]4[C@H:24]([CH3:25])[O:23][C@H:22]([CH3:26])[CH2:21][N:17]42)[C:12](=[O:13])[NH:11][C:10](=[O:14])[NH:9][C:8]3=[O:15])=[CH:4][C:3]=1[C:27]([NH:29][CH:30]1[CH2:34][CH2:33][NH:32][CH2:31]1)=[O:28]. The catalyst class is: 28. (6) Reactant: Cl[CH:2]([CH2:5][C:6]1[CH:16]=[CH:15][C:9]2[N:10]=[C:11]([S:13][CH3:14])[S:12][C:8]=2[CH:7]=1)[CH:3]=O.[NH2:17][C:18]1[N:23]=[N:22][C:21]([C:24]#[N:25])=[CH:20][CH:19]=1.O. Product: [CH3:14][S:13][C:11]1[S:12][C:8]2[CH:7]=[C:6]([CH2:5][C:2]3[N:23]4[N:22]=[C:21]([C:24]#[N:25])[CH:20]=[CH:19][C:18]4=[N:17][CH:3]=3)[CH:16]=[CH:15][C:9]=2[N:10]=1. The catalyst class is: 51. (7) Reactant: [C:1]([O:5][C:6]([N:8]1[CH2:13][CH2:12][CH:11]([NH:14][CH:15]2[CH2:17][CH2:16]2)[CH2:10][CH2:9]1)=[O:7])([CH3:4])([CH3:3])[CH3:2].C(N(C(C)C)C(C)C)C.[Cl:27][C:28]1[N:29]=[CH:30][C:31]([C:34](Cl)=[O:35])=[N:32][CH:33]=1.O. The catalyst class is: 119. Product: [C:1]([O:5][C:6]([N:8]1[CH2:13][CH2:12][CH:11]([N:14]([C:34]([C:31]2[CH:30]=[N:29][C:28]([Cl:27])=[CH:33][N:32]=2)=[O:35])[CH:15]2[CH2:16][CH2:17]2)[CH2:10][CH2:9]1)=[O:7])([CH3:4])([CH3:2])[CH3:3]. (8) The catalyst class is: 1. Reactant: [OH-].[Na+].S(O)(O)(=O)=O.[CH3:8][S:9][C:10](=[NH:12])[NH2:11].[NH2:13][C:14]1[C:15]([C:26](OC(C)=CC(=O)NC(C)(C)C)=[O:27])=[N:16][C:17]([Cl:25])=[C:18]([NH:20][CH2:21][CH:22]2[CH2:24][CH2:23]2)[N:19]=1. Product: [NH2:13][C:14]1[C:15]([C:26]([NH:12][C:10]([S:9][CH3:8])=[NH:11])=[O:27])=[N:16][C:17]([Cl:25])=[C:18]([NH:20][CH2:21][CH:22]2[CH2:23][CH2:24]2)[N:19]=1.